The task is: Predict the reaction yield, written as a fraction of the theoretical maximum amount of product (1.0 means a 100% yield; for example, 0.34 means a 34% yield).. This data is from Reaction yield outcomes from USPTO patents with 853,638 reactions. The reactants are Cl.Cl.[CH2:3]([N:10]1[C:19]2[C:18]3[CH:20]=[CH:21][CH:22]=[CH:23][C:17]=3[N:16]([C:24]([C:26]3[CH:31]=[CH:30][C:29]([O:32][CH2:33][CH2:34][CH2:35][N:36]4[CH2:41][CH2:40][NH:39][CH2:38][CH2:37]4)=[C:28]([F:42])[CH:27]=3)=[O:25])[CH2:15][CH2:14][C:13]=2[N:12]=[C:11]1[CH3:43])[C:4]1[CH:9]=[CH:8][CH:7]=[CH:6][CH:5]=1.C(N(CC)CC)C.[CH3:51][C:52]([CH3:57])([CH3:56])[CH2:53][CH:54]=O.C([BH3-])#N.[Na+]. The catalyst is CO.C(O)(=O)C. The product is [CH2:3]([N:10]1[C:19]2[C:18]3[CH:20]=[CH:21][CH:22]=[CH:23][C:17]=3[N:16]([C:24]([C:26]3[CH:31]=[CH:30][C:29]([O:32][CH2:33][CH2:34][CH2:35][N:36]4[CH2:41][CH2:40][N:39]([CH2:54][CH2:53][C:52]([CH3:57])([CH3:56])[CH3:51])[CH2:38][CH2:37]4)=[C:28]([F:42])[CH:27]=3)=[O:25])[CH2:15][CH2:14][C:13]=2[N:12]=[C:11]1[CH3:43])[C:4]1[CH:9]=[CH:8][CH:7]=[CH:6][CH:5]=1. The yield is 0.950.